This data is from Full USPTO retrosynthesis dataset with 1.9M reactions from patents (1976-2016). The task is: Predict the reactants needed to synthesize the given product. (1) Given the product [C@:14]12([CH3:24])[C:20]([CH3:21])([CH3:22])[C@@H:17]([CH2:18][CH2:19]1)[CH2:16][C@@H:15]2[NH:23][C:11]([C:2]1[CH:3]=[N:4][C:5]2[C:10](=[CH:9][CH:8]=[CH:7][CH:6]=2)[N:1]=1)=[O:12], predict the reactants needed to synthesize it. The reactants are: [N:1]1[C:10]2[C:5](=[CH:6][CH:7]=[CH:8][CH:9]=2)[N:4]=[CH:3][C:2]=1[C:11](Cl)=[O:12].[C@:14]12([CH3:24])[C:20]([CH3:22])([CH3:21])[CH:17]([CH2:18][CH2:19]1)[CH2:16][CH:15]2[NH2:23].N1C=CC=CC=1. (2) Given the product [O:4]1[C:5]2[CH:11]=[C:10]([NH:12][C:13]([C:15]3[C:16]([C:21]4[CH:26]=[CH:25][C:24]([C:27]([F:29])([F:28])[F:30])=[CH:23][CH:22]=4)=[CH:17][CH:18]=[CH:19][CH:20]=3)=[O:14])[CH:9]=[CH:8][C:6]=2[NH:7][CH2:2][CH2:3]1, predict the reactants needed to synthesize it. The reactants are: O=[C:2]1[NH:7][C:6]2[CH:8]=[CH:9][C:10]([NH:12][C:13]([C:15]3[C:16]([C:21]4[CH:26]=[CH:25][C:24]([C:27]([F:30])([F:29])[F:28])=[CH:23][CH:22]=4)=[CH:17][CH:18]=[CH:19][CH:20]=3)=[O:14])=[CH:11][C:5]=2[O:4][CH2:3]1.[H-].[Al+3].[Li+].[H-].[H-].[H-].C(OCC)(=O)C.O. (3) Given the product [Cl:12][C:3]1[C:4]([Cl:11])=[N:5][CH:6]=[C:7]([C:2]=1[NH:16][C:15]1[CH:17]=[C:18]([F:22])[C:19]([F:21])=[CH:20][C:14]=1[F:13])[C:8]([OH:10])=[O:9], predict the reactants needed to synthesize it. The reactants are: Cl[C:2]1[C:7]([C:8]([OH:10])=[O:9])=[CH:6][N:5]=[C:4]([Cl:11])[C:3]=1[Cl:12].[F:13][C:14]1[CH:20]=[C:19]([F:21])[C:18]([F:22])=[CH:17][C:15]=1[NH2:16]. (4) Given the product [ClH:4].[CH3:22][O:21][C:15]1([C:18]([O:20][CH3:1])=[O:19])[CH2:14][CH2:13][N:12]([C:10]2[N:35]=[CH:34][C:33]([B:36]([OH:38])[OH:37])=[CH:32][N:31]=2)[CH2:17][CH2:16]1, predict the reactants needed to synthesize it. The reactants are: [C:1]([Cl:4])(=O)C.C(O[C:10]([N:12]1[CH2:17][CH2:16][C:15]([O:21][CH3:22])([C:18]([OH:20])=[O:19])[CH2:14][CH2:13]1)=O)(C)(C)C.C(=O)([O-])[O-].[Na+].[Na+].ClC1[N:35]=[CH:34][C:33]([B:36]([OH:38])[OH:37])=[CH:32][N:31]=1.